This data is from Catalyst prediction with 721,799 reactions and 888 catalyst types from USPTO. The task is: Predict which catalyst facilitates the given reaction. Product: [CH2:1]([N:3]1[CH2:8][CH2:7][CH:6]([C:9]2[CH:14]=[CH:13][CH:12]=[C:11]([C:15]3([CH3:20])[O:16][CH2:17][CH2:18][O:19]3)[C:10]=2[F:21])[CH2:5][CH2:4]1)[CH3:2]. The catalyst class is: 43. Reactant: [CH2:1]([N:3]1[CH2:8][CH:7]=[C:6]([C:9]2[CH:14]=[CH:13][CH:12]=[C:11]([C:15]3([CH3:20])[O:19][CH2:18][CH2:17][O:16]3)[C:10]=2[F:21])[CH2:5][CH2:4]1)[CH3:2].Cl.CS(OC1C=CC=C(C2CCNCC2)C=1F)(=O)=O.